From a dataset of Drug-target binding data from BindingDB using IC50 measurements. Regression. Given a target protein amino acid sequence and a drug SMILES string, predict the binding affinity score between them. We predict pIC50 (pIC50 = -log10(IC50 in M); higher means more potent). Dataset: bindingdb_ic50. (1) The compound is CC(C)(C)OC(=O)Nc1cccc(C2=N[C@H](C(=O)O)CS2)c1. The target protein sequence is MKNTLLKLGVCVSLLGITPFVSTISSVQAERKVEHKVIKNETGTISISQLNKNVWVHTELGYFNGEAVPSNGLILNTSKGLVLVDSSWDDKLTKELIEMAEKKFKKSVTDVIITHAHADRIGGIKTLKERGIKAHSTTLTAELAKKNGYEEPLGDLQAITKLKFGNMKVETFYPGKGHTEDNIVVWLPQYNMLVGGCLVKSASAKDLGNITDAYVNEWSTSIENVLKRYENINFVVPGHGEVGDKGLLLHTLDLLK. The pIC50 is 4.1. (2) The compound is Cc1c(CCC(=O)O)c(=O)oc2c(C)c(OCc3cccc4ccccc34)ccc12. The target protein sequence is MDRMYEQNQMPHNNEAEQSVLGSIIIDPELINTTQEVLLPESFYRGAHQHIFRAMMHLNEDNKEIDVVTLMDQLSTEGTLNEAGGPQYLAELSTNVPTTRNVQYYTDIVSKHALKRRLIQTADSIANDGYNDELELDAILSDAERRILELSSSRESDGFKDIRDVLGQVYETAEELDQNSGQTPGIPTGYRDLDQMTAGFNRNDLIILAARPSVGKTAFALNIAQKVATHEDMYTVGIFSLEMGADQLATRMICSSGNVDSNRLRTGTMTEEDWSRFTIAVGKLSRTKIFIDDTPGIRINDLRSKCRRLKQEHGLDMIVIDYLQLIQGSGSRASDNRQQEVSEISRTLKALARELKCPVIALSQLSRGVEQRQDKRPMMSDIRESGSIEQDADIVAFLYRDDYYNRGGDEDDDDDGGFEPQTNDENGEIEIIIAKQRNGPTGTVKLHFMKQYNKFTDIDYAHADMM. The pIC50 is 4.2. (3) The drug is CC(C)NC[C@H](O)COc1cccc2ccccc12. The target protein (Q14973) has sequence MEAHNASAPFNFTLPPNFGKRPTDLALSVILVFMLFFIMLSLGCTMEFSKIKAHLWKPKGLAIALVAQYGIMPLTAFVLGKVFRLKNIEALAILVCGCSPGGNLSNVFSLAMKGDMNLSIVMTTCSTFCALGMMPLLLYIYSRGIYDGDLKDKVPYKGIVISLVLVLIPCTIGIVLKSKRPQYMRYVIKGGMIIILLCSVAVTVLSAINVGKSIMFAMTPLLIATSSLMPFIGFLLGYVLSALFCLNGRCRRTVSMETGCQNVQLCSTILNVAFPPEVIGPLFFFPLLYMIFQLGEGLLLIAIFWCYEKFKTPKDKTKMIYTAATTEETIPGALGNGTYKGEDCSPCTA. The pIC50 is 5.2. (4) The drug is Cc1cc(Cl)ccc1COc1ccnn1-c1cc(C(=O)O)ccn1. The target protein sequence is MAGVGPGGYAAEFVPPPECPVFEPSWEEFTDPLSFIGRIRPLAEKTGICKIRPPKDWQPPFACEVKSFRFTPRVQRLNELEAMTRVRLDFLDQLAKFWELQGSTLKIPVVERKILDLYALSKIVASKGGFEMVTKEKKWSKVGSRLGYLPGKGTGSLLKSHYERILYPYELFQSGVSLMGVQMPNLDLKEKVEPEVLSTDTQTSPEPGTRMNILPKRTRRVKTQSESGDVSRNTELKKLQIFGAGPKVVGLAMGTKDKEDEVTRRRKVTNRSDAFNMQMRQRKGTLSVNFVDLYVCMFCGRGNNEDKLLLCDGCDDSYHTFCLIPPLPDVPKGDWRCPKCVAEECSKPREAFGFEQAVREYTLQSFGEMADNFKSDYFNMPVHMVPTELVEKEFWRLVSSIEEDVIVEYGADISSKDFGSGFPVKDGRRKILPEEEEYALSGWNLNNMPVLEQSVLAHINVDISGMKVPWLYVGMCFSSFCWHIEDHWSYSINYLHWGEP.... The pIC50 is 6.6. (5) The drug is O=c1ccn(C2OC(CO)[C@@H](O)[C@]23CCO3)c(=O)[nH]1. The target protein sequence is SMSYTWTGALITPCAAEETKLPINALSNSLLRHHNLVYATTSRSASLRQKKVTFDRLQVLDDHYRDVLKEMKAKASTVKAKLLSVEEACKLTPPHSARSKFGYGAKDVRNLSSKAVNHIRSVWKDLLEDTETPIDTTIMAKNEVFCVQPEKGGRKPARLIVFPDLGVRVCEKMALYDVVSTLPQAVMGSSYGFQYSPGQRVEFLVNAWKAKKCPMGFAYDTRCFDSTVTENDIRVEESIYQCCDLAPEARQAIRSLTERLYIGGPLTNSKGQNCGYRRCRATGVLTTSCGNTLTCYLKAAAACRAAKLQDCTMLVCGDDLVVICESAGTQEDEASLRAFTEAMTRYSAPPGDPPKPEYDLELITSCSSNVSVAHDASGKRVYYLTRDPTTPLARAAWETARHTPVNSWLGNIIMYAPTLWARMILMTHFFSILLAQEQLEKALDCQIYGACYSIEPLDLPQIIQRLHGLSAFSLHSYSPGEINRVASCLRKLGVPPLRVW.... The pIC50 is 4.0.